Dataset: Forward reaction prediction with 1.9M reactions from USPTO patents (1976-2016). Task: Predict the product of the given reaction. (1) Given the reactants Cl[C:2]1[C:3]2[S:20][C:19]([NH2:21])=[N:18][C:4]=2[N:5]=[C:6]([S:8][CH2:9][C:10]2[CH:15]=[CH:14][CH:13]=[C:12]([F:16])[C:11]=2[F:17])[N:7]=1.[NH2:22][C:23]([CH3:27])([CH3:26])[CH2:24][OH:25], predict the reaction product. The product is: [NH2:21][C:19]1[S:20][C:3]2[C:2]([NH:22][C:23]([CH3:27])([CH3:26])[CH2:24][OH:25])=[N:7][C:6]([S:8][CH2:9][C:10]3[CH:15]=[CH:14][CH:13]=[C:12]([F:16])[C:11]=3[F:17])=[N:5][C:4]=2[N:18]=1. (2) The product is: [OH:1][CH2:2][CH2:3][NH:4][C:5]([CH:7]1[CH2:12][CH2:11][CH2:10][CH:9]([C:13]2[CH:18]=[CH:17][C:16]([O:19][CH3:20])=[C:15]([O:21][CH3:22])[CH:14]=2)[NH:8]1)=[O:6]. Given the reactants [OH:1][CH2:2][CH2:3][NH:4][C:5]([C:7]1[CH:12]=[CH:11][CH:10]=[C:9]([C:13]2[CH:18]=[CH:17][C:16]([O:19][CH3:20])=[C:15]([O:21][CH3:22])[CH:14]=2)[N:8]=1)=[O:6].Cl, predict the reaction product. (3) Given the reactants [C:1]([O:5][C:6]([N:8]1[CH2:15][CH2:14][CH:13]2[CH:10]([NH:11][CH2:12]2)[CH2:9]1)=[O:7])([CH3:4])([CH3:3])[CH3:2].[CH3:16][C:17]1[CH:22]=[C:21]([CH3:23])[CH:20]=[CH:19][C:18]=1[S:24](Cl)(=[O:26])=[O:25].C(N(C(C)C)CC)(C)C, predict the reaction product. The product is: [C:1]([O:5][C:6]([N:8]1[CH2:15][CH2:14][CH:13]2[CH:10]([N:11]([S:24]([C:18]3[CH:19]=[CH:20][C:21]([CH3:23])=[CH:22][C:17]=3[CH3:16])(=[O:26])=[O:25])[CH2:12]2)[CH2:9]1)=[O:7])([CH3:4])([CH3:2])[CH3:3]. (4) Given the reactants [S:1]1[CH:5]=[N:4][N:3]=[C:2]1[NH:6][S:7]([C:10]1[CH:11]=[C:12]([CH:17]=[CH:18][CH:19]=1)[C:13]([O:15]C)=[O:14])(=[O:9])=[O:8].[OH-].[Na+], predict the reaction product. The product is: [S:1]1[CH:5]=[N:4][N:3]=[C:2]1[NH:6][S:7]([C:10]1[CH:11]=[C:12]([CH:17]=[CH:18][CH:19]=1)[C:13]([OH:15])=[O:14])(=[O:9])=[O:8]. (5) The product is: [C:27]1([N:7]([C:1]2[CH:2]=[CH:3][CH:4]=[CH:5][CH:6]=2)[C:8]2[CH:9]=[CH:10][C:11]([C:14]3[CH:19]=[CH:18][C:17]([C:20]4[CH:25]=[CH:24][N:23]=[C:22]([N:26]([CH2:14][C:11]5[CH:12]=[CH:13][CH:8]=[CH:9][CH:10]=5)[CH2:35][C:36]5[CH:41]=[CH:40][CH:39]=[CH:38][CH:37]=5)[N:21]=4)=[CH:16][CH:15]=3)=[CH:12][CH:13]=2)[CH:28]=[CH:29][CH:30]=[CH:31][CH:32]=1. Given the reactants [C:1]1([N:7]([C:27]2[CH:32]=[CH:31][CH:30]=[CH:29][CH:28]=2)[C:8]2[CH:13]=[CH:12][C:11]([C:14]3[CH:19]=[CH:18][C:17]([C:20]4[CH:25]=[CH:24][N:23]=[C:22]([NH2:26])[N:21]=4)=[CH:16][CH:15]=3)=[CH:10][CH:9]=2)[CH:6]=[CH:5][CH:4]=[CH:3][CH:2]=1.[OH-].[Na+].[CH2:35](Br)[C:36]1[CH:41]=[CH:40][CH:39]=[CH:38][CH:37]=1.O, predict the reaction product. (6) Given the reactants [F:1][CH:2]([F:38])[C:3]1[CH:7]=[C:6]([CH:8]([F:10])[F:9])[N:5]([CH2:11][C:12]([N:14]2[CH2:19][CH2:18][CH:17]([C:20]3[S:21][CH:22]=[C:23]([C:25]4[CH2:29][CH:28]([C:30]5[CH:35]=[CH:34][CH:33]=[CH:32][C:31]=5[CH2:36]O)[O:27][N:26]=4)[N:24]=3)[CH2:16][CH2:15]2)=[O:13])[N:4]=1.S(Cl)([Cl:41])=O, predict the reaction product. The product is: [F:1][CH:2]([F:38])[C:3]1[CH:7]=[C:6]([CH:8]([F:10])[F:9])[N:5]([CH2:11][C:12]([N:14]2[CH2:19][CH2:18][CH:17]([C:20]3[S:21][CH:22]=[C:23]([C:25]4[CH2:29][CH:28]([C:30]5[CH:35]=[CH:34][CH:33]=[CH:32][C:31]=5[CH2:36][Cl:41])[O:27][N:26]=4)[N:24]=3)[CH2:16][CH2:15]2)=[O:13])[N:4]=1. (7) Given the reactants [ClH:1].[CH3:2][O:3][C:4]1[N:9]=[C:8](/[CH:10]=[CH:11]/[C:12]([NH:14][NH:15]C(OC(C)(C)C)=O)=[O:13])[CH:7]=[CH:6][C:5]=1[N:23]1[CH:27]=[C:26]([CH3:28])[N:25]=[CH:24]1.C(O)CCC.CC(OC)(C)C, predict the reaction product. The product is: [ClH:1].[ClH:1].[CH3:2][O:3][C:4]1[N:9]=[C:8](/[CH:10]=[CH:11]/[C:12]([NH:14][NH2:15])=[O:13])[CH:7]=[CH:6][C:5]=1[N:23]1[CH:27]=[C:26]([CH3:28])[N:25]=[CH:24]1. (8) Given the reactants FC(F)(F)S(O[C:7]1[CH:12]=[CH:11][C:10]([N:13]2[C:19](=[O:20])[C:18]3[C:21]([NH2:25])=[N:22][CH:23]=[N:24][C:17]=3[O:16][C@H:15]([CH3:26])[CH2:14]2)=[CH:9][CH:8]=1)(=O)=O.[Cl:29][C:30]1[CH:35]=[CH:34][CH:33]=[CH:32][C:31]=1B(O)O.P([O-])([O-])([O-])=O.[K+].[K+].[K+].CO, predict the reaction product. The product is: [NH2:25][C:21]1[C:18]2[C:19](=[O:20])[N:13]([C:10]3[CH:11]=[CH:12][C:7]([C:31]4[CH:32]=[CH:33][CH:34]=[CH:35][C:30]=4[Cl:29])=[CH:8][CH:9]=3)[CH2:14][C@@H:15]([CH3:26])[O:16][C:17]=2[N:24]=[CH:23][N:22]=1. (9) The product is: [NH2:27][C:24]1[O:25][CH2:26][C:22]2([C:13]3[C:14](=[CH:15][CH:16]=[C:11]([NH:10][C:8]([C:5]4[CH:4]=[CH:3][C:2]([F:1])=[CH:7][N:6]=4)=[O:9])[CH:12]=3)[O:17][CH2:18][C:19]32[CH2:20][CH2:21]3)[N:23]=1. Given the reactants [F:1][C:2]1[CH:3]=[CH:4][C:5]([C:8]([NH:10][C:11]2[CH:12]=[C:13]3[C:22]4([CH2:26][O:25][C:24]([NH:27]C(=O)OC(C)(C)C)=[N:23]4)[C:19]4([CH2:21][CH2:20]4)[CH2:18][O:17][C:14]3=[CH:15][CH:16]=2)=[O:9])=[N:6][CH:7]=1.FC(F)(F)C(O)=O, predict the reaction product. (10) Given the reactants [CH3:1][N:2]1[CH:6]=[CH:5][CH:4]=[C:3]1[C:7]([OH:9])=O.Cl.[CH2:11]1[C:19]2[C:14](=[CH:15][C:16]([C:20]([O:22]C)=O)=[CH:17][CH:18]=2)[CH2:13][NH:12]1.CN(C([O:31][N:32]1N=NC2C=CC=NC1=2)=[N+](C)C)C.F[P-](F)(F)(F)(F)F.CN1CCOCC1.Cl.NO.[OH-].[K+], predict the reaction product. The product is: [OH:31][NH:32][C:20]([C:16]1[CH:15]=[C:14]2[C:19](=[CH:18][CH:17]=1)[CH2:11][N:12]([C:7]([C:3]1[N:2]([CH3:1])[CH:6]=[CH:5][CH:4]=1)=[O:9])[CH2:13]2)=[O:22].